From a dataset of Forward reaction prediction with 1.9M reactions from USPTO patents (1976-2016). Predict the product of the given reaction. (1) Given the reactants [OH:1][C:2]1[CH:12]=[CH:11][C:5]([CH:6]=[CH:7][C:8]([OH:10])=O)=[CH:4][CH:3]=1.Cl.[NH2:14][CH2:15][CH2:16][C:17]1[C:25]2[C:20](=[CH:21][CH:22]=[CH:23][CH:24]=2)[NH:19][CH:18]=1.C(Cl)CCl.C(OCC)(=O)C, predict the reaction product. The product is: [NH:19]1[C:20]2[C:25](=[CH:24][CH:23]=[CH:22][CH:21]=2)[C:17]([CH2:16][CH2:15][NH:14][C:8](=[O:10])/[CH:7]=[CH:6]/[C:5]2[CH:4]=[CH:3][C:2]([OH:1])=[CH:12][CH:11]=2)=[CH:18]1. (2) Given the reactants [NH:1]1[C:10]2[C:5](=[CH:6][CH:7]=[CH:8][CH:9]=2)[CH2:4][CH2:3][C:2]1=[O:11].[Cl:12][CH2:13][CH2:14][CH2:15][CH2:16][C:17](Cl)=[O:18], predict the reaction product. The product is: [Cl:12][CH2:13][CH2:14][CH2:15][CH2:16][C:17]([C:7]1[CH:6]=[C:5]2[C:10](=[CH:9][CH:8]=1)[NH:1][C:2](=[O:11])[CH2:3][CH2:4]2)=[O:18]. (3) The product is: [Cl-:41].[CH2:27]([O:26][C:24]([NH:23][C@H:10]([C:11]([O:13][CH2:14][C:15](=[O:22])[C:16]1[CH:17]=[CH:18][CH:19]=[CH:20][CH:21]=1)=[O:12])[CH2:9][O:8][C:6]([C@@H:2]1[CH2:3][CH2:4][CH2:5][NH2+:1]1)=[O:7])=[O:25])[C:28]1[CH:33]=[CH:32][CH:31]=[CH:30][CH:29]=1. Given the reactants [N:1]1(C(OC(C)(C)C)=O)[CH2:5][CH2:4][CH2:3][C@H:2]1[C:6]([O:8][CH2:9][C@H:10]([NH:23][C:24]([O:26][CH2:27][C:28]1[CH:33]=[CH:32][CH:31]=[CH:30][CH:29]=1)=[O:25])[C:11]([O:13][CH2:14][C:15](=[O:22])[C:16]1[CH:21]=[CH:20][CH:19]=[CH:18][CH:17]=1)=[O:12])=[O:7].[ClH:41], predict the reaction product. (4) Given the reactants [H-].[Na+].CCO.[Br:6][C:7]1[CH:12]=[CH:11][C:10]([N:13]([CH3:35])[C:14]([NH:16][C:17]2[N:22]=[C:21]([O:23][CH2:24][C:25]([F:28])([F:27])[F:26])[CH:20]=[C:19]([O:29][CH2:30][C:31](F)(F)F)[N:18]=2)=[O:15])=[CH:9][CH:8]=1.C(O)(=O)C, predict the reaction product. The product is: [Br:6][C:7]1[CH:12]=[CH:11][C:10]([N:13]([CH3:35])[C:14]([NH:16][C:17]2[N:18]=[C:19]([O:29][CH2:30][CH3:31])[CH:20]=[C:21]([O:23][CH2:24][C:25]([F:27])([F:26])[F:28])[N:22]=2)=[O:15])=[CH:9][CH:8]=1. (5) The product is: [C:1]([C:4]#[C:5][C:6]1[CH:7]=[CH:8][C:9]([C:12]2[C:13](=[O:31])[CH:14]=[C:15]([C:20]3[CH:21]=[CH:22][C:23]([C:26]#[C:27][C:28](=[S:30])[CH3:29])=[CH:24][CH:25]=3)[C:16](=[O:18])[CH:17]=2)=[CH:10][CH:11]=1)(=[S:3])[CH3:2]. Given the reactants [C:1]([C:4]#[C:5][C:6]1[CH:11]=[CH:10][C:9]([C:12]2[CH:17]=[C:16]([O:18]C)[C:15]([C:20]3[CH:25]=[CH:24][C:23]([C:26]#[C:27][C:28](=[S:30])[CH3:29])=[CH:22][CH:21]=3)=[CH:14][C:13]=2[O:31]C)=[CH:8][CH:7]=1)(=[S:3])[CH3:2].C(#N)C.C1COCC1.ClCCl, predict the reaction product.